The task is: Predict which catalyst facilitates the given reaction.. This data is from Catalyst prediction with 721,799 reactions and 888 catalyst types from USPTO. (1) Reactant: [CH3:1][O:2][C:3]1[N:4]=[C:5]2[C:10](=[CH:11][CH:12]=1)[N:9]=[CH:8][CH:7]=[C:6]2[N:13]1[CH2:17][CH2:16][CH:15]([S:18][CH2:19][CH2:20][NH2:21])[CH2:14]1.C(N(CC)CC)C.ClC(OCC)=O.[O:35]=[C:36]1[CH2:41][S:40][C:39]2[CH:42]=[CH:43][C:44]([C:46](O)=[O:47])=[N:45][C:38]=2[NH:37]1.C(=O)(O)[O-].[Na+]. Product: [CH3:1][O:2][C:3]1[N:4]=[C:5]2[C:10](=[CH:11][CH:12]=1)[N:9]=[CH:8][CH:7]=[C:6]2[N:13]1[CH2:17][CH2:16][CH:15]([S:18][CH2:19][CH2:20][NH:21][C:46]([C:44]2[CH:43]=[CH:42][C:39]3[S:40][CH2:41][C:36](=[O:35])[NH:37][C:38]=3[N:45]=2)=[O:47])[CH2:14]1. The catalyst class is: 366. (2) Reactant: [CH3:1][C:2]1([CH3:28])[CH2:7][CH2:6][C:5]([C:8]2[C:13]([NH:14][C:15]([C:17]3[NH:18][C:19]([C:22]#[N:23])=[CH:20][N:21]=3)=[O:16])=[CH:12][CH:11]=[C:10]([C:24](O)([CH3:26])[CH3:25])[N:9]=2)=[CH:4][CH2:3]1.[NH:29]1[CH2:34][CH2:33][O:32][CH2:31][CH2:30]1.S(Cl)(Cl)=O. Product: [CH3:28][C:2]1([CH3:1])[CH2:7][CH2:6][C:5]([C:8]2[C:13]([NH:14][C:15]([C:17]3[NH:18][C:19]([C:22]#[N:23])=[CH:20][N:21]=3)=[O:16])=[CH:12][CH:11]=[C:10]([C:24]([CH3:26])([N:29]3[CH2:34][CH2:33][O:32][CH2:31][CH2:30]3)[CH3:25])[N:9]=2)=[CH:4][CH2:3]1. The catalyst class is: 2. (3) Reactant: [C:1]([C:3]1[C:4]([C:20]([F:23])([F:22])[F:21])=[C:5]2[C:9](=[CH:10][CH:11]=1)[N:8]([CH2:12][C:13](=[NH:16])[NH:14][OH:15])[C:7]([CH2:17][CH2:18][CH3:19])=[CH:6]2)#[N:2].[F:24][C:25]1[CH:26]=[C:27]([CH:31]=[C:32]([F:35])[C:33]=1[F:34])[C:28](Cl)=O.C(N(CC)C(C)C)(C)C. Product: [CH2:17]([C:7]1[N:8]([CH2:12][C:13]2[N:16]=[C:28]([C:27]3[CH:26]=[C:25]([F:24])[C:33]([F:34])=[C:32]([F:35])[CH:31]=3)[O:15][N:14]=2)[C:9]2[C:5]([CH:6]=1)=[C:4]([C:20]([F:22])([F:23])[F:21])[C:3]([C:1]#[N:2])=[CH:11][CH:10]=2)[CH2:18][CH3:19]. The catalyst class is: 10. (4) Reactant: [O-][CH2:2]C.[Na+].C([C:7]1[S:11][C:10]([CH3:12])=[C:9]([CH2:13][NH:14][C:15](=[O:24])[O:16][CH2:17][C:18]2[CH:23]=[CH:22][CH:21]=[CH:20][CH:19]=2)[CH:8]=1)=O.[N:25]([CH2:28][C:29]([O:31][CH2:32][CH3:33])=[O:30])=[N+]=[N-].[Cl-].[NH4+]. Product: [CH2:17]([O:16][C:15]([N:14]([CH3:2])[C:13]1[C:9]2[NH:25][C:28]([C:29]([O:31][CH2:32][CH3:33])=[O:30])=[CH:12][C:10]=2[S:11][C:7]=1[CH3:8])=[O:24])[C:18]1[CH:19]=[CH:20][CH:21]=[CH:22][CH:23]=1. The catalyst class is: 8. (5) Reactant: [CH2:1]([CH:8]1[CH2:12][C:11]2[C:13]([O:20][CH:21]([CH3:23])[CH3:22])=[CH:14][C:15]([C:17]([OH:19])=O)=[CH:16][C:10]=2[O:9]1)[C:2]1[CH:7]=[CH:6][CH:5]=[CH:4][CH:3]=1.[CH3:24][N:25]1[CH:29]=[CH:28][C:27]([NH2:30])=[N:26]1.CCN=C=NCCCN(C)C.C1C=CC2N(O)N=NC=2C=1. Product: [CH3:24][N:25]1[CH:29]=[CH:28][C:27]([NH:30][C:17]([C:15]2[CH:14]=[C:13]([O:20][CH:21]([CH3:22])[CH3:23])[C:11]3[CH2:12][CH:8]([CH2:1][C:2]4[CH:3]=[CH:4][CH:5]=[CH:6][CH:7]=4)[O:9][C:10]=3[CH:16]=2)=[O:19])=[N:26]1. The catalyst class is: 2. (6) Reactant: Cl[C:2]1[CH:7]=[C:6]([C:8]#[N:9])[CH:5]=[CH:4][N:3]=1.C([O:13][CH2:14][CH3:15])(=O)C.O. Product: [CH2:14]([O:13][C:2]1[CH:7]=[C:6]([CH:5]=[CH:4][N:3]=1)[C:8]#[N:9])[C:15]1[CH:2]=[CH:7][CH:6]=[CH:5][CH:4]=1. The catalyst class is: 7. (7) Reactant: [I:1][C:2]1[CH:7]=[CH:6][C:5]([OH:8])=[CH:4][CH:3]=1.C(=O)([O-])[O-].[K+].[K+].[CH2:15](I)[CH3:16].O. Product: [CH2:15]([O:8][C:5]1[CH:6]=[CH:7][C:2]([I:1])=[CH:3][CH:4]=1)[CH3:16]. The catalyst class is: 3. (8) Reactant: [C:1]1([C:7]([C:15]2[CH:20]=[CH:19][CH:18]=[CH:17][CH:16]=2)([C:9]2[CH:14]=[CH:13][CH:12]=[CH:11][CH:10]=2)[SH:8])[CH:6]=[CH:5][CH:4]=[CH:3][CH:2]=1.[H-].[Na+].Br[CH2:24][C:25]1[CH:30]=[CH:29][C:28]([S:31]([NH2:34])(=[O:33])=[O:32])=[CH:27][CH:26]=1. Product: [C:7]([S:8][CH2:24][C:25]1[CH:26]=[CH:27][C:28]([S:31]([NH2:34])(=[O:33])=[O:32])=[CH:29][CH:30]=1)([C:1]1[CH:2]=[CH:3][CH:4]=[CH:5][CH:6]=1)([C:9]1[CH:10]=[CH:11][CH:12]=[CH:13][CH:14]=1)[C:15]1[CH:16]=[CH:17][CH:18]=[CH:19][CH:20]=1. The catalyst class is: 9.